From a dataset of Reaction yield outcomes from USPTO patents with 853,638 reactions. Predict the reaction yield, written as a fraction of the theoretical maximum amount of product (1.0 means a 100% yield; for example, 0.34 means a 34% yield). (1) The reactants are [CH3:1][O:2][C:3]1[CH:8]=[CH:7][C:6]([C:9]2[S:13][C:12]([C:14](O)=[O:15])=[C:11]([NH:17][C:18]([NH:20][C:21]3[C:26]([CH3:27])=[CH:25][C:24]([CH3:28])=[CH:23][C:22]=3[CH3:29])=[O:19])[CH:10]=2)=[CH:5][CH:4]=1.CN(C(ON1N=NC2C=CC=NC1=2)=[N+](C)C)C.F[P-](F)(F)(F)(F)F.CCN(C(C)C)C(C)C.[NH2:63][C:64]1([C:72]([O:74][CH3:75])=[O:73])[CH2:71][CH2:70][CH2:69][CH2:68][CH2:67][CH2:66][CH2:65]1. The catalyst is CN(C=O)C. The product is [CH3:1][O:2][C:3]1[CH:4]=[CH:5][C:6]([C:9]2[S:13][C:12]([C:14]([NH:63][C:64]3([C:72]([O:74][CH3:75])=[O:73])[CH2:71][CH2:70][CH2:69][CH2:68][CH2:67][CH2:66][CH2:65]3)=[O:15])=[C:11]([NH:17][C:18]([NH:20][C:21]3[C:22]([CH3:29])=[CH:23][C:24]([CH3:28])=[CH:25][C:26]=3[CH3:27])=[O:19])[CH:10]=2)=[CH:7][CH:8]=1. The yield is 0.730. (2) The reactants are Br[C:2]1[C:3]([NH:9][C:10]2[CH:11]=[N:12][C:13]([O:16][CH3:17])=[CH:14][CH:15]=2)=[N:4][CH:5]=[C:6]([Cl:8])[N:7]=1.[F-].[Cs+].[CH3:20][C:21]1[N:26]=[C:25]([S:27][CH3:28])[CH:24]=[C:23]([Sn](CCCC)(CCCC)CCCC)[N:22]=1. The catalyst is O1CCOCC1.O.[Cu]I.C1C=CC([P]([Pd]([P](C2C=CC=CC=2)(C2C=CC=CC=2)C2C=CC=CC=2)([P](C2C=CC=CC=2)(C2C=CC=CC=2)C2C=CC=CC=2)[P](C2C=CC=CC=2)(C2C=CC=CC=2)C2C=CC=CC=2)(C2C=CC=CC=2)C2C=CC=CC=2)=CC=1. The product is [Cl:8][C:6]1[N:7]=[C:2]([C:23]2[CH:24]=[C:25]([S:27][CH3:28])[N:26]=[C:21]([CH3:20])[N:22]=2)[C:3]([NH:9][C:10]2[CH:11]=[N:12][C:13]([O:16][CH3:17])=[CH:14][CH:15]=2)=[N:4][CH:5]=1. The yield is 0.730. (3) The reactants are [CH3:1][NH:2][CH2:3][C:4]1[N:5]([CH3:13])[C:6]2[C:11]([CH:12]=1)=[CH:10][CH:9]=[CH:8][CH:7]=2.CNCC1C=CC2C(=CC=CC=2)C=1CCC.[ClH:30].[O:31]=[C:32]1[C@@H:41]2[N:37]([CH2:38][CH2:39][CH2:40]2)[CH2:36][C:35]2[CH:42]=[C:43](/[CH:46]=[CH:47]/[C:48](O)=[O:49])[CH:44]=[N:45][C:34]=2[NH:33]1.Cl.CN1CC2C=C(/C=C/C(O)=O)C=NC=2NC(=O)C1. The catalyst is CO. The product is [ClH:30].[CH3:1][N:2]([CH2:3][C:4]1[N:5]([CH3:13])[C:6]2[C:11]([CH:12]=1)=[CH:10][CH:9]=[CH:8][CH:7]=2)[C:48](=[O:49])/[CH:47]=[CH:46]/[C:43]1[CH:44]=[N:45][C:34]2[NH:33][C:32](=[O:31])[C@@H:41]3[N:37]([CH2:38][CH2:39][CH2:40]3)[CH2:36][C:35]=2[CH:42]=1. The yield is 0.350.